From a dataset of Cav3 T-type calcium channel HTS with 100,875 compounds. Binary Classification. Given a drug SMILES string, predict its activity (active/inactive) in a high-throughput screening assay against a specified biological target. (1) The result is 0 (inactive). The molecule is O=C(c1c(nc(N2CCCCC2)nc1)C)C. (2) The drug is S(=O)(=O)(N1CCC2(OCCO2)CC1)c1cc2c(oc(c2C)C(=O)NCc2cccnc2)cc1. The result is 0 (inactive). (3) The molecule is s1c2c(CCCC2)c(C(=O)N2CCN(CC2)c2ccc(F)cc2)c1. The result is 0 (inactive).